This data is from Forward reaction prediction with 1.9M reactions from USPTO patents (1976-2016). The task is: Predict the product of the given reaction. (1) Given the reactants [F:1][C:2]1[CH:9]=[CH:8][C:7]([N+:10]([O-])=O)=[CH:6][C:3]=1[C:4]#[N:5], predict the reaction product. The product is: [F:1][C:2]1[CH:9]=[CH:8][C:7]([NH2:10])=[CH:6][C:3]=1[C:4]#[N:5]. (2) Given the reactants [N+:1]([O-:4])(O)=[O:2].[CH3:5][CH:6]([CH3:22])[CH2:7][NH:8][C:9]1[C:18]2[C:13](=[CH:14][N:15]=[CH:16][CH:17]=2)[N:12]2[N:19]=[N:20][N:21]=[C:11]2[CH:10]=1, predict the reaction product. The product is: [CH3:5][CH:6]([CH3:22])[CH2:7][NH:8][C:9]1[C:18]2[C:13](=[CH:14][N:15]=[CH:16][CH:17]=2)[N:12]2[N:19]=[N:20][N:21]=[C:11]2[C:10]=1[N+:1]([O-:4])=[O:2]. (3) Given the reactants C(N(CC)CC)C.Cl.[F:9][C:10]1[CH:11]=[C:12]([CH:27]=[C:28]([C:30]2[CH:35]=[CH:34][N:33]=[CH:32][CH:31]=2)[CH:29]=1)/[CH:13]=[CH:14]/[C:15]1[CH:20]=[CH:19][C:18]([N:21]2[CH2:26][CH2:25][NH:24][CH2:23][CH2:22]2)=[CH:17][CH:16]=1.[N:36]([CH2:39][C:40]([O:42][CH2:43][CH3:44])=[O:41])=[C:37]=[O:38], predict the reaction product. The product is: [F:9][C:10]1[CH:11]=[C:12]([CH:27]=[C:28]([C:30]2[CH:31]=[CH:32][N:33]=[CH:34][CH:35]=2)[CH:29]=1)/[CH:13]=[CH:14]/[C:15]1[CH:20]=[CH:19][C:18]([N:21]2[CH2:22][CH2:23][N:24]([C:37]([NH:36][CH2:39][C:40]([O:42][CH2:43][CH3:44])=[O:41])=[O:38])[CH2:25][CH2:26]2)=[CH:17][CH:16]=1.